Dataset: Full USPTO retrosynthesis dataset with 1.9M reactions from patents (1976-2016). Task: Predict the reactants needed to synthesize the given product. (1) Given the product [NH4+:12].[NH4+:12].[NH4+:12].[P:22]([O:11][CH2:10][C@H:8]1[O:7][C@@H:6]([N:12]2[CH:19]=[CH:18][C:16]([NH2:17])=[N:15][C:13]2=[O:14])[C@H:5]([OH:4])[CH2:9]1)([O:27][P:57]([O:56][P:53]([OH:55])([O-:54])=[O:52])([O-:59])=[O:58])(=[O:121])[O-:23], predict the reactants needed to synthesize it. The reactants are: C([O:4][C@@:5]1(O)[CH2:9][C@@H:8]([CH2:10][OH:11])[O:7][C@H:6]1[N:12]1[CH:19]=[CH:18][C:16]([NH2:17])=[N:15][C:13]1=[O:14])(=O)C.Cl[P:22]1[O:27]C(=O)C2C=CC=CC=2[O:23]1.O1CCOCC1.C(N(CCCC)CCCC)CCC.[O-:52][P:53]([O:56][P:57]([O-])([O-:59])=[O:58])(=[O:55])[O-:54].C([NH+](CCCC)CCCC)CCC.C([NH+](CCCC)CCCC)CCC.C([NH+](CCCC)CCCC)CCC.C([NH+](CCCC)CCCC)CCC.II.N1C=CC=CC=1.[OH2:121]. (2) Given the product [OH:4][CH2:3][CH:2]([CH3:1])[C:5]#[C:6][C:11]#[C:12][C:13]1[CH:21]=[CH:20][C:16]([C:17]([OH:19])=[O:18])=[CH:15][CH:14]=1, predict the reactants needed to synthesize it. The reactants are: [CH3:1][CH:2]([C:5]#[CH:6])[CH2:3][OH:4].Cl.NO.Br[C:11]#[C:12][C:13]1[CH:21]=[CH:20][C:16]([C:17]([OH:19])=[O:18])=[CH:15][CH:14]=1.Cl. (3) Given the product [CH2:1]([O:8][CH2:9][C:10]1([C:13]2[CH:14]=[CH:15][C:16]([CH2:17][OH:18])=[CH:19][CH:20]=2)[CH2:12][CH2:11]1)[C:2]1[CH:3]=[CH:4][CH:5]=[CH:6][CH:7]=1, predict the reactants needed to synthesize it. The reactants are: [CH2:1]([O:8][CH2:9][C:10]1([C:13]2[CH:20]=[CH:19][C:16]([CH:17]=[O:18])=[CH:15][CH:14]=2)[CH2:12][CH2:11]1)[C:2]1[CH:7]=[CH:6][CH:5]=[CH:4][CH:3]=1.C(C1(C2C=CC(C=O)=CC=2)CC1)C.[BH4-].[K+].